From a dataset of Catalyst prediction with 721,799 reactions and 888 catalyst types from USPTO. Predict which catalyst facilitates the given reaction. (1) Reactant: [CH:1](=[O:9])[C:2]1[C:3](=[CH:5][CH:6]=[CH:7][CH:8]=1)[OH:4].[O:10]1[CH:15]=[CH:14][CH2:13][CH2:12][CH2:11]1.C1(C)C=CC(S([O-])(=O)=O)=CC=1.[NH+]1C=CC=CC=1.C(=O)(O)[O-].[Na+]. Product: [O:10]1[CH2:15][CH2:14][CH2:13][CH2:12][CH:11]1[O:4][C:3]1[CH:5]=[CH:6][CH:7]=[CH:8][C:2]=1[CH:1]=[O:9]. The catalyst class is: 2. (2) Reactant: [NH2:1][C:2]1[C:7]2[C:8]([C:11]3[CH:16]=[CH:15][C:14]([NH:17][C:18]([NH:20][C:21]4[CH:26]=[CH:25][CH:24]=[C:23]([F:27])[CH:22]=4)=[O:19])=[CH:13][CH:12]=3)=[CH:9][S:10][C:6]=2[C:5]([C:28](O)=[O:29])=[CH:4][N:3]=1.[CH2:31]([N:33]([CH2:38][CH3:39])[CH2:34][CH2:35][CH2:36][NH2:37])[CH3:32].Cl.C(N=C=NCCCN(C)C)C.O.ON1C2C=CC=CC=2N=N1.CN1CCOCC1. Product: [NH2:1][C:2]1[C:7]2[C:8]([C:11]3[CH:12]=[CH:13][C:14]([NH:17][C:18](=[O:19])[NH:20][C:21]4[CH:26]=[CH:25][CH:24]=[C:23]([F:27])[CH:22]=4)=[CH:15][CH:16]=3)=[CH:9][S:10][C:6]=2[C:5]([C:28]([NH:37][CH2:36][CH2:35][CH2:34][N:33]([CH2:38][CH3:39])[CH2:31][CH3:32])=[O:29])=[CH:4][N:3]=1. The catalyst class is: 111.